This data is from Full USPTO retrosynthesis dataset with 1.9M reactions from patents (1976-2016). The task is: Predict the reactants needed to synthesize the given product. (1) Given the product [Cl:26][C:27]1[CH:36]=[CH:35][CH:34]=[C:33]2[C:28]=1[CH2:29][CH2:30][N:31]([C:10]([CH:7]1[CH2:8][CH2:9][N:4]([CH2:3][C:2]([NH:13][CH2:14][C:15]3[NH:16][C:17](=[O:25])[C:18]4[CH2:24][O:23][CH2:22][CH2:21][C:19]=4[N:20]=3)=[O:1])[CH2:5][CH2:6]1)=[O:12])[CH2:32]2, predict the reactants needed to synthesize it. The reactants are: [O:1]=[C:2]([NH:13][CH2:14][C:15]1[NH:16][C:17](=[O:25])[C:18]2[CH2:24][O:23][CH2:22][CH2:21][C:19]=2[N:20]=1)[CH2:3][N:4]1[CH2:9][CH2:8][CH:7]([C:10]([OH:12])=O)[CH2:6][CH2:5]1.[Cl:26][C:27]1[CH:36]=[CH:35][CH:34]=[C:33]2[C:28]=1[CH2:29][CH2:30][NH:31][CH2:32]2. (2) Given the product [Cl:1][C:2]1[N:7]=[C:6]([C:8]2[C:13]([F:14])=[CH:12][CH:11]=[CH:10][N:9]=2)[C:5]([I:25])=[CH:4][CH:3]=1, predict the reactants needed to synthesize it. The reactants are: [Cl:1][C:2]1[N:7]=[C:6]([C:8]2[C:13]([F:14])=[CH:12][CH:11]=[CH:10][N:9]=2)[C:5](N)=[CH:4][CH:3]=1.S(=O)(=O)(O)O.N([O-])=O.[Na+].[I-:25].[K+]. (3) Given the product [Cl:1][C:2]1[CH:3]=[C:4]([CH:9]2[CH2:14][CH2:13][NH:12][CH2:11][CH2:10]2)[CH:5]=[CH:6][C:7]=1[Cl:8], predict the reactants needed to synthesize it. The reactants are: [Cl:1][C:2]1[CH:3]=[C:4]([C:9]2(O)[CH2:14][CH2:13][N:12](C(OCC)=O)[CH2:11][CH2:10]2)[CH:5]=[CH:6][C:7]=1[Cl:8].FC(F)(F)C(O)=O.C([SiH](CC)CC)C.O. (4) The reactants are: I[C:2]1[CH:10]=[CH:9][C:8]([NH:11][C:12](=[O:22])[CH:13]([C:16]2[CH:21]=[CH:20][CH:19]=[CH:18][CH:17]=2)[CH2:14][CH3:15])=[CH:7][C:3]=1[C:4]([NH2:6])=[O:5].[CH3:23][O:24][C:25]1[CH:26]=[C:27]2[C:32](=[CH:33][CH:34]=1)[CH:31]=[C:30](B(O)O)[CH:29]=[CH:28]2. Given the product [CH3:23][O:24][C:25]1[CH:26]=[C:27]2[C:32]([CH:31]=[CH:30][C:29]([C:2]3[CH:10]=[CH:9][C:8]([NH:11][C:12](=[O:22])[CH:13]([C:16]4[CH:21]=[CH:20][CH:19]=[CH:18][CH:17]=4)[CH2:14][CH3:15])=[CH:7][C:3]=3[C:4]([NH2:6])=[O:5])=[CH:28]2)=[CH:33][CH:34]=1, predict the reactants needed to synthesize it.